Dataset: Full USPTO retrosynthesis dataset with 1.9M reactions from patents (1976-2016). Task: Predict the reactants needed to synthesize the given product. (1) The reactants are: [NH:1]([C:3]1[CH:8]=[C:7]([C:9]#[N:10])[CH:6]=[CH:5][N:4]=1)[NH2:2].C([O:13][CH:14]=[C:15]([C:21](OCC)=O)[C:16]([O:18][CH2:19][CH3:20])=[O:17])C.C([O-])([O-])=O.[K+].[K+]. Given the product [C:9]([C:7]1[CH:6]=[CH:5][N:4]=[C:3]([N:1]2[C:14]([OH:13])=[C:15]([C:16]([O:18][CH2:19][CH3:20])=[O:17])[CH:21]=[N:2]2)[CH:8]=1)#[N:10], predict the reactants needed to synthesize it. (2) The reactants are: [NH2:1][C:2]1[CH:3]=[C:4]([CH:11]=[CH:12][CH:13]=1)[C:5]([O:7][CH2:8][CH:9]=[CH2:10])=[O:6].[C:14]([S:17][CH:18]1[CH2:22][N:21]([C:23]([O:25][CH2:26][C:27]2[CH:32]=[CH:31][C:30]([N+:33]([O-:35])=[O:34])=[CH:29][CH:28]=2)=[O:24])[CH:20]([C:36](O)=[O:37])[CH2:19]1)(=[O:16])[CH3:15].CCOC1N(C(OCC)=O)C2C(=CC=CC=2)C=C1. Given the product [C:14]([S:17][C@@H:18]1[CH2:22][N:21]([C:23]([O:25][CH2:26][C:27]2[CH:32]=[CH:31][C:30]([N+:33]([O-:35])=[O:34])=[CH:29][CH:28]=2)=[O:24])[C@H:20]([C:36](=[O:37])[NH:1][C:2]2[CH:13]=[CH:12][CH:11]=[C:4]([C:5]([O:7][CH2:8][CH:9]=[CH2:10])=[O:6])[CH:3]=2)[CH2:19]1)(=[O:16])[CH3:15], predict the reactants needed to synthesize it. (3) Given the product [OH:28][C:7]1[CH:8]=[CH:3][C:4]([CH:15]2[CH2:20][CH2:19][NH:18][CH2:17][CH2:16]2)=[CH:5][C:6]=1[NH:9][C:10](=[O:14])[CH:11]([CH3:13])[CH3:12], predict the reactants needed to synthesize it. The reactants are: CO[C:3]1[CH:8]=[CH:7][C:6]([NH:9][C:10](=[O:14])[CH:11]([CH3:13])[CH3:12])=[CH:5][C:4]=1[CH:15]1[CH2:20][CH2:19][NH:18][CH2:17][CH2:16]1.N1C=CC=CC1C([O-])=[O:28].BrC1C=CC(O)=C([N+]([O-])=O)C=1.C(Cl)(=O)C(C)C.